From a dataset of NCI-60 drug combinations with 297,098 pairs across 59 cell lines. Regression. Given two drug SMILES strings and cell line genomic features, predict the synergy score measuring deviation from expected non-interaction effect. (1) Drug 1: CC(C1=C(C=CC(=C1Cl)F)Cl)OC2=C(N=CC(=C2)C3=CN(N=C3)C4CCNCC4)N. Drug 2: C(CC(=O)O)C(=O)CN.Cl. Cell line: CCRF-CEM. Synergy scores: CSS=39.2, Synergy_ZIP=-5.58, Synergy_Bliss=-7.16, Synergy_Loewe=-32.9, Synergy_HSA=-6.32. (2) Drug 1: CC1=CC2C(CCC3(C2CCC3(C(=O)C)OC(=O)C)C)C4(C1=CC(=O)CC4)C. Drug 2: CC1=C(C(CCC1)(C)C)C=CC(=CC=CC(=CC(=O)O)C)C. Cell line: SR. Synergy scores: CSS=-4.56, Synergy_ZIP=2.04, Synergy_Bliss=-1.57, Synergy_Loewe=-5.06, Synergy_HSA=-5.59. (3) Cell line: SN12C. Drug 1: CC(C1=C(C=CC(=C1Cl)F)Cl)OC2=C(N=CC(=C2)C3=CN(N=C3)C4CCNCC4)N. Drug 2: C1CCC(CC1)NC(=O)N(CCCl)N=O. Synergy scores: CSS=29.4, Synergy_ZIP=-1.49, Synergy_Bliss=5.89, Synergy_Loewe=5.57, Synergy_HSA=6.57. (4) Drug 1: CN1C2=C(C=C(C=C2)N(CCCl)CCCl)N=C1CCCC(=O)O.Cl. Drug 2: CC1CCCC2(C(O2)CC(NC(=O)CC(C(C(=O)C(C1O)C)(C)C)O)C(=CC3=CSC(=N3)C)C)C. Cell line: NCIH23. Synergy scores: CSS=34.7, Synergy_ZIP=0.987, Synergy_Bliss=-0.547, Synergy_Loewe=-37.1, Synergy_HSA=-1.45. (5) Drug 1: C1CN1P(=S)(N2CC2)N3CC3. Drug 2: CN1C2=C(C=C(C=C2)N(CCCl)CCCl)N=C1CCCC(=O)O.Cl. Cell line: MALME-3M. Synergy scores: CSS=11.6, Synergy_ZIP=-2.38, Synergy_Bliss=1.24, Synergy_Loewe=-2.33, Synergy_HSA=1.17. (6) Drug 1: C1=CC(=CC=C1CC(C(=O)O)N)N(CCCl)CCCl.Cl. Drug 2: CC(C1=C(C=CC(=C1Cl)F)Cl)OC2=C(N=CC(=C2)C3=CN(N=C3)C4CCNCC4)N. Cell line: T-47D. Synergy scores: CSS=11.3, Synergy_ZIP=-2.77, Synergy_Bliss=-2.46, Synergy_Loewe=-6.22, Synergy_HSA=-6.23.